From a dataset of Peptide-MHC class I binding affinity with 185,985 pairs from IEDB/IMGT. Regression. Given a peptide amino acid sequence and an MHC pseudo amino acid sequence, predict their binding affinity value. This is MHC class I binding data. (1) The peptide sequence is VTRQIHNPR. The MHC is HLA-A01:01 with pseudo-sequence HLA-A01:01. The binding affinity (normalized) is 0.0847. (2) The peptide sequence is RESIVCYFM. The MHC is HLA-A11:01 with pseudo-sequence HLA-A11:01. The binding affinity (normalized) is 0.213.